From a dataset of Full USPTO retrosynthesis dataset with 1.9M reactions from patents (1976-2016). Predict the reactants needed to synthesize the given product. (1) Given the product [Cl:1][C:2]1[C:7]([C:8]([F:11])([F:9])[F:10])=[CH:6][N:5]=[C:4]2[NH:12][CH:13]=[C:14]([NH:15][C:22]([C:17]3[CH:18]=[N:19][CH:20]=[CH:21][N:16]=3)=[O:23])[C:3]=12, predict the reactants needed to synthesize it. The reactants are: [Cl:1][C:2]1[C:7]([C:8]([F:11])([F:10])[F:9])=[CH:6][N:5]=[C:4]2[NH:12][CH:13]=[C:14]([NH2:15])[C:3]=12.[N:16]1[CH:21]=[CH:20][N:19]=[CH:18][C:17]=1[C:22](O)=[O:23].C1N(P(Cl)(N2C(=O)OCC2)=O)C(=O)OC1.C(N(CC)CC)C.[Li+].[OH-]. (2) Given the product [OH:8][CH2:9][CH2:10][CH2:11][CH2:12][C@@H:13]1[CH2:14][O:15][CH2:16][C@H:17]([C:26]2[CH:27]=[C:28]([F:34])[C:29]([F:33])=[C:30]([F:32])[CH:31]=2)[N:18]1[C:19]([O:21][C:22]([CH3:25])([CH3:24])[CH3:23])=[O:20], predict the reactants needed to synthesize it. The reactants are: C([O:8][CH2:9][CH2:10][CH2:11][CH2:12][C@H:13]1[N:18]([C:19]([O:21][C:22]([CH3:25])([CH3:24])[CH3:23])=[O:20])[C:17]([C:26]2[CH:31]=[C:30]([F:32])[C:29]([F:33])=[C:28]([F:34])[CH:27]=2)=[CH:16][O:15][CH2:14]1)C1C=CC=CC=1. (3) Given the product [Cl:16][C:9]1[N:8]=[CH:7][C:6]([C:11]#[N:13])=[CH:5][C:4]=1[N+:1]([O-:3])=[O:2], predict the reactants needed to synthesize it. The reactants are: [N+:1]([C:4]1[C:9](=O)[NH:8][CH:7]=[C:6]([C:11]([NH2:13])=O)[CH:5]=1)([O-:3])=[O:2].P(Cl)(Cl)([Cl:16])=O. (4) Given the product [C:1]([O:5][C:6]([N:8]1[CH2:13][CH2:12][CH2:11][CH:10]([C:17]2[CH:22]=[N:21][CH:20]=[C:19]([Cl:23])[N:18]=2)[CH2:9]1)=[O:7])([CH3:4])([CH3:2])[CH3:3], predict the reactants needed to synthesize it. The reactants are: [C:1]([O:5][C:6]([N:8]1[CH2:13][CH2:12][CH2:11][C:10]([C:17]2[CH:22]=[N:21][CH:20]=[C:19]([Cl:23])[N:18]=2)(C(O)=O)[CH2:9]1)=[O:7])([CH3:4])([CH3:3])[CH3:2]. (5) Given the product [C:19]1([S:25]([N:9]2[C:10]3[C:6](=[CH:5][C:4]([Br:3])=[CH:12][CH:11]=3)[CH:7]=[C:8]2[C:13]2[CH:18]=[CH:17][CH:16]=[CH:15][CH:14]=2)(=[O:27])=[O:26])[CH:24]=[CH:23][CH:22]=[CH:21][CH:20]=1, predict the reactants needed to synthesize it. The reactants are: [H-].[Na+].[Br:3][C:4]1[CH:5]=[C:6]2[C:10](=[CH:11][CH:12]=1)[NH:9][C:8]([C:13]1[CH:18]=[CH:17][CH:16]=[CH:15][CH:14]=1)=[CH:7]2.[C:19]1([S:25](Cl)(=[O:27])=[O:26])[CH:24]=[CH:23][CH:22]=[CH:21][CH:20]=1.[Cl-].[NH4+]. (6) The reactants are: [CH3:1][O:2][C:3]([C:5]1[S:6][C:7]([C:11]#[C:12][C:13]([CH3:16])([CH3:15])[CH3:14])=[CH:8][C:9]=1[NH2:10])=[O:4].N1C=CC=CC=1.[Cl:23][C:24]1[CH:32]=[C:31]([Cl:33])[CH:30]=[CH:29][C:25]=1[C:26](Cl)=[O:27].C(=O)(O)[O-].[Na+]. Given the product [CH3:1][O:2][C:3]([C:5]1[S:6][C:7]([C:11]#[C:12][C:13]([CH3:16])([CH3:15])[CH3:14])=[CH:8][C:9]=1[NH:10][C:26](=[O:27])[C:25]1[CH:29]=[CH:30][C:31]([Cl:33])=[CH:32][C:24]=1[Cl:23])=[O:4], predict the reactants needed to synthesize it. (7) Given the product [CH3:38][C:35]([C:23]1[C:24]([C:26]2[CH:31]=[C:30]([O:32][CH3:33])[CH:29]=[CH:28][C:27]=2[F:34])=[CH:25][C:20]([CH2:19][O:1][C:2]2[CH:7]=[CH:6][C:5]([C@H:8](/[CH:15]=[CH:16]\[CH3:17])[C@H:9]([CH3:14])[C:10]([OH:12])=[O:11])=[CH:4][CH:3]=2)=[CH:21][CH:22]=1)([CH3:36])[CH3:37], predict the reactants needed to synthesize it. The reactants are: [OH:1][C:2]1[CH:7]=[CH:6][C:5]([C@H:8](/[CH:15]=[CH:16]\[CH3:17])[C@H:9]([CH3:14])[C:10]([O:12]C)=[O:11])=[CH:4][CH:3]=1.Cl[CH2:19][C:20]1[CH:21]=[CH:22][C:23]([C:35]([CH3:38])([CH3:37])[CH3:36])=[C:24]([C:26]2[CH:31]=[C:30]([O:32][CH3:33])[CH:29]=[CH:28][C:27]=2[F:34])[CH:25]=1.C(=O)([O-])[O-].[Cs+].[Cs+].[OH-].[Li+]. (8) Given the product [S:1]1[C:5]2[CH:6]=[CH:7][CH:8]=[CH:9][C:4]=2[N:3]=[C:2]1[C:10]1[CH:25]=[CH:24][CH:23]=[CH:22][C:11]=1[O:12][CH2:13][P:14](=[O:15])([OH:21])[OH:18], predict the reactants needed to synthesize it. The reactants are: [S:1]1[C:5]2[CH:6]=[CH:7][CH:8]=[CH:9][C:4]=2[N:3]=[C:2]1[C:10]1[CH:25]=[CH:24][CH:23]=[CH:22][C:11]=1[O:12][CH2:13][P:14](=[O:21])([O:18]CC)[O:15]CC.C[Si](I)(C)C.CO. (9) Given the product [Cl:1][C:2]1[NH:3][C:4]([NH:20][C:17]2[CH:18]=[CH:19][C:14]([O:13][CH3:12])=[CH:15][CH:16]=2)=[C:5]2[C:9]([N:10]=1)=[N:8][CH:7]=[N:6]2, predict the reactants needed to synthesize it. The reactants are: [Cl:1][C:2]1[N:10]=[C:9]2[C:5]([NH:6][CH:7]=[N:8]2)=[C:4](Cl)[N:3]=1.[CH3:12][O:13][C:14]1[CH:19]=[CH:18][C:17]([NH2:20])=[CH:16][CH:15]=1. (10) Given the product [CH3:18][C:19]1[CH:27]=[C:26]([CH3:28])[CH:25]=[C:24]([CH3:29])[C:20]=1[C:21]([NH:10][NH:9][C:1](=[O:8])[C:2]1[CH:7]=[CH:6][CH:5]=[CH:4][CH:3]=1)=[O:22], predict the reactants needed to synthesize it. The reactants are: [C:1]([NH:9][NH2:10])(=[O:8])[C:2]1[CH:7]=[CH:6][CH:5]=[CH:4][CH:3]=1.CN1CCCC1=O.[CH3:18][C:19]1[CH:27]=[C:26]([CH3:28])[CH:25]=[C:24]([CH3:29])[C:20]=1[C:21](Cl)=[O:22].